Regression. Given a peptide amino acid sequence and an MHC pseudo amino acid sequence, predict their binding affinity value. This is MHC class II binding data. From a dataset of Peptide-MHC class II binding affinity with 134,281 pairs from IEDB. The peptide sequence is ALRVIAGALEVHAVK. The MHC is HLA-DPA10201-DPB11401 with pseudo-sequence HLA-DPA10201-DPB11401. The binding affinity (normalized) is 0.640.